This data is from HIV replication inhibition screening data with 41,000+ compounds from the AIDS Antiviral Screen. The task is: Binary Classification. Given a drug SMILES string, predict its activity (active/inactive) in a high-throughput screening assay against a specified biological target. (1) The result is 0 (inactive). The molecule is CCOC(=O)CCC(NC(=O)c1ccc(OCc2ccc3nc(OC)c(OC)nc3c2)cc1)C(=O)OCC. (2) The result is 0 (inactive). The molecule is OCC1OC(NC(=S)NCSCCC(F)(F)C(F)(F)C(F)(F)C(F)(F)C(F)(F)C(F)(F)F)C(O)C(O)C1O. (3) The molecule is O=c1cc(C(F)(F)F)c2cc3c4c(c2o1)CCCN4CCC3. The result is 0 (inactive). (4) The compound is COC(=O)C(NC(=O)N(Cc1ccccc1)CC(CC(C)C)NC(=O)C(NC(=O)OC(C)(C)C)C(C)C)C(C)C. The result is 0 (inactive).